Dataset: Full USPTO retrosynthesis dataset with 1.9M reactions from patents (1976-2016). Task: Predict the reactants needed to synthesize the given product. (1) Given the product [CH3:12][O:24][C:19](=[O:25])[CH2:20][CH2:21][C:22]#[C:23][C:4]1[CH:3]=[C:2]([Cl:1])[CH:7]=[CH:6][C:5]=1[N+:8]([O-:10])=[O:9], predict the reactants needed to synthesize it. The reactants are: [Cl:1][C:2]1[CH:7]=[CH:6][C:5]([N+:8]([O-:10])=[O:9])=[C:4](I)[CH:3]=1.[CH2:12](N(CC)CC)C.[C:19]([OH:25])(=[O:24])[CH2:20][CH2:21][C:22]#[CH:23].Cl. (2) Given the product [C:16]([NH:4][C@@H:5]([C:8]([OH:10])=[O:9])[CH2:6][OH:7])([C:17]1[CH:22]=[CH:21][CH:20]=[CH:19][CH:18]=1)([C:29]1[CH:30]=[CH:31][CH:32]=[CH:33][CH:34]=1)[C:23]1[CH:24]=[CH:25][CH:26]=[CH:27][CH:28]=1, predict the reactants needed to synthesize it. The reactants are: ClCCl.[NH2:4][C@@H:5]([C:8]([OH:10])=[O:9])[CH2:6][OH:7].C[Si](Cl)(C)C.[C:16](Cl)([C:29]1[CH:34]=[CH:33][CH:32]=[CH:31][CH:30]=1)([C:23]1[CH:28]=[CH:27][CH:26]=[CH:25][CH:24]=1)[C:17]1[CH:22]=[CH:21][CH:20]=[CH:19][CH:18]=1. (3) Given the product [C:22]1([C:5]2[C:6]3[C:11]([C:12]([C:16]4[CH:17]=[CH:18][CH:19]=[CH:20][CH:21]=4)=[C:13]4[C:4]=2[CH:3]=[C:2]([N:39]2[C:38]5[CH:37]=[CH:36][CH:35]=[CH:34][C:33]=5[C:32]5[C:40]2=[CH:28][CH:29]=[CH:30][CH:31]=5)[CH:15]=[CH:14]4)=[CH:10][CH:9]=[CH:8][CH:7]=3)[CH:27]=[CH:26][CH:25]=[CH:24][CH:23]=1, predict the reactants needed to synthesize it. The reactants are: Br[C:2]1[CH:15]=[CH:14][C:13]2[C:4](=[C:5]([C:22]3[CH:27]=[CH:26][CH:25]=[CH:24][CH:23]=3)[C:6]3[C:11]([C:12]=2[C:16]2[CH:21]=[CH:20][CH:19]=[CH:18][CH:17]=2)=[CH:10][CH:9]=[CH:8][CH:7]=3)[CH:3]=1.[CH:28]1[C:40]2[NH:39][C:38]3[C:33](=[CH:34][CH:35]=[CH:36][CH:37]=3)[C:32]=2[CH:31]=[CH:30][CH:29]=1.CC(C)([O-])C.[Na+].C(P(C(C)(C)C)C(C)(C)C)(C)(C)C. (4) Given the product [Cl:1][C:2]1[N:3]=[CH:4][N:5]=[C:6]([NH:24][C@@H:25]([CH2:28][C:29]2[CH:34]=[CH:33][CH:32]=[CH:31][CH:30]=2)[CH2:26][OH:27])[C:7]=1[C:8]1[NH:12][C:11]2[CH:13]=[C:14]([N:18]3[CH:22]=[CH:21][N:20]=[CH:19]3)[CH:15]=[C:16]([CH3:17])[C:10]=2[N:9]=1, predict the reactants needed to synthesize it. The reactants are: [Cl:1][C:2]1[C:7]([C:8]2[NH:12][C:11]3[CH:13]=[C:14]([N:18]4[CH:22]=[CH:21][N:20]=[CH:19]4)[CH:15]=[C:16]([CH3:17])[C:10]=3[N:9]=2)=[C:6](Cl)[N:5]=[CH:4][N:3]=1.[NH2:24][C@@H:25]([CH2:28][C:29]1[CH:34]=[CH:33][CH:32]=[CH:31][CH:30]=1)[CH2:26][OH:27].C(N(CC)CC)C. (5) Given the product [CH:37]([C:33]1[C:34](=[O:36])[CH2:35][C@:23]2(/[CH:40]=[CH:41]/[C:42](=[O:51])[NH:43][C:44]3[CH:45]=[CH:46][C:47]([CH3:50])=[CH:48][CH:49]=3)[CH2:22][CH2:21][C@:20]3([CH3:52])[C@H:25]([CH2:26][CH2:27][C@H:28]4[C@@:19]3([CH3:53])[CH2:18][CH2:17][C@@H:16]3[C@:29]4([CH3:32])[CH2:30][CH2:31][C@H:14]([O:13][C:11](=[O:12])[CH2:10][C:2]([CH3:56])([CH3:1])[C:3]([OH:5])=[O:4])[C:15]3([CH3:54])[CH3:55])[C:24]=12)([CH3:39])[CH3:38], predict the reactants needed to synthesize it. The reactants are: [CH3:1][C:2]([CH3:56])([CH2:10][C:11]([O:13][C@H:14]1[CH2:31][CH2:30][C@@:29]2([CH3:32])[C@@H:16]([CH2:17][CH2:18][C@:19]3([CH3:53])[C@@H:28]2[CH2:27][CH2:26][C@H:25]2[C@@:20]3([CH3:52])[CH2:21][CH2:22][C@@:23]3(/[CH:40]=[CH:41]/[C:42](=[O:51])[NH:43][C:44]4[CH:49]=[CH:48][C:47]([CH3:50])=[CH:46][CH:45]=4)[CH2:35][C:34](=[O:36])[C:33]([CH:37]([CH3:39])[CH3:38])=[C:24]32)[C:15]1([CH3:55])[CH3:54])=[O:12])[C:3]([O:5]C(C)(C)C)=[O:4].C(O)(C(F)(F)F)=O. (6) The reactants are: [CH3:1][C:2]1[CH:3]=[C:4]([CH:23]=[C:24]([CH3:26])[CH:25]=1)[O:5][C:6]1[CH:13]=[CH:12][C:9]([C:10]#[N:11])=[CH:8][C:7]=1[S:14]([N:17]1[CH2:22][CH2:21][NH:20][CH2:19][CH2:18]1)(=[O:16])=[O:15].[CH:27]([N:30]=[C:31]=[O:32])([CH3:29])[CH3:28].C(N(CC)CC)C. Given the product [C:10]([C:9]1[CH:12]=[CH:13][C:6]([O:5][C:4]2[CH:3]=[C:2]([CH3:1])[CH:25]=[C:24]([CH3:26])[CH:23]=2)=[C:7]([S:14]([N:17]2[CH2:22][CH2:21][N:20]([C:31]([NH:30][CH:27]([CH3:29])[CH3:28])=[O:32])[CH2:19][CH2:18]2)(=[O:16])=[O:15])[CH:8]=1)#[N:11], predict the reactants needed to synthesize it. (7) Given the product [F:35][C:33]1[CH:34]=[C:29]([NH:28][C:20]2[C:19]([C:14]3[N:15]=[C:16]([CH3:18])[N:17]=[C:12]([NH2:11])[CH:13]=3)=[N:24][C:23]([CH:25]([N:8]3[CH2:9][CH2:10][N:5]([S:2]([CH3:1])(=[O:4])=[O:3])[CH2:6][CH2:7]3)[CH3:26])=[CH:22][N:21]=2)[CH:30]=[N:31][C:32]=1[O:36][CH3:37], predict the reactants needed to synthesize it. The reactants are: [CH3:1][S:2]([N:5]1[CH2:10][CH2:9][NH:8][CH2:7][CH2:6]1)(=[O:4])=[O:3].[NH2:11][C:12]1[N:17]=[C:16]([CH3:18])[N:15]=[C:14]([C:19]2[N:24]=[C:23]([C:25](=O)[CH3:26])[CH:22]=[N:21][C:20]=2[NH:28][C:29]2[CH:30]=[N:31][C:32]([O:36][CH3:37])=[C:33]([F:35])[CH:34]=2)[CH:13]=1.C(Cl)Cl.C(O[BH-](OC(=O)C)OC(=O)C)(=O)C.[Na+]. (8) Given the product [CH2:1]([O:3][CH2:4][C:5]1[N:6]([CH2:18][CH2:19][CH2:20][C:21]([N:23]2[CH2:28][CH2:27][O:26][CH2:25][CH2:24]2)=[O:22])[C:7]2[C:16]3[CH:15]=[CH:14][CH:13]=[CH:12][C:11]=3[N:10]=[C:9]([NH2:41])[C:8]=2[N:17]=1)[CH3:2], predict the reactants needed to synthesize it. The reactants are: [CH2:1]([O:3][CH2:4][C:5]1[N:6]([CH2:18][CH2:19][CH2:20][C:21]([N:23]2[CH2:28][CH2:27][O:26][CH2:25][CH2:24]2)=[O:22])[C:7]2[C:16]3[CH:15]=[CH:14][CH:13]=[CH:12][C:11]=3[N:10]=[CH:9][C:8]=2[N:17]=1)[CH3:2].C1C=C(Cl)C=C(C(OO)=O)C=1.[OH-].[NH4+:41].C1(C)C=CC(S(Cl)(=O)=O)=CC=1. (9) Given the product [C:35]([NH:34][C:31]1[CH:32]=[CH:33][C:28]([CH2:26][N:1]2[C:10]3[C:5](=[CH:6][CH:7]=[CH:8][C:9]=3[O:11][CH2:12][C:13]3[CH:18]=[CH:17][C:16]([CH2:19][CH2:20][C:21]([OH:23])=[O:22])=[CH:15][CH:14]=3)[CH2:4][CH2:3][CH2:2]2)=[CH:29][CH:30]=1)(=[O:37])[CH3:36], predict the reactants needed to synthesize it. The reactants are: [NH:1]1[C:10]2[C:5](=[CH:6][CH:7]=[CH:8][C:9]=2[O:11][CH2:12][C:13]2[CH:18]=[CH:17][C:16]([CH2:19][CH2:20][C:21]([O:23]CC)=[O:22])=[CH:15][CH:14]=2)[CH2:4][CH2:3][CH2:2]1.[CH:26]([C:28]1[CH:33]=[CH:32][C:31]([NH:34][C:35](=[O:37])[CH3:36])=[CH:30][CH:29]=1)=O.C(O[BH-](OC(=O)C)OC(=O)C)(=O)C.[Na+].